From a dataset of Forward reaction prediction with 1.9M reactions from USPTO patents (1976-2016). Predict the product of the given reaction. Given the reactants [CH:1]([C:4]1[N:8]=[C:7]([N:9]2[CH2:14][CH2:13][CH:12]([CH2:15][CH2:16][CH2:17][O:18][C:19]3[CH:20]=[C:21]([CH3:28])[C:22]([C:25](O)=[O:26])=[N:23][CH:24]=3)[CH2:11][CH2:10]2)[O:6][N:5]=1)([CH3:3])[CH3:2].CCN=C=NCCCN(C)C.C1C=CC2N(O)N=NC=2C=1.CCN(C(C)C)C(C)C.[NH2:59][C@H:60]([CH3:63])[CH2:61][OH:62], predict the reaction product. The product is: [OH:62][CH2:61][C@H:60]([NH:59][C:25]([C:22]1[C:21]([CH3:28])=[CH:20][C:19]([O:18][CH2:17][CH2:16][CH2:15][CH:12]2[CH2:13][CH2:14][N:9]([C:7]3[O:6][N:5]=[C:4]([CH:1]([CH3:3])[CH3:2])[N:8]=3)[CH2:10][CH2:11]2)=[CH:24][N:23]=1)=[O:26])[CH3:63].